This data is from Full USPTO retrosynthesis dataset with 1.9M reactions from patents (1976-2016). The task is: Predict the reactants needed to synthesize the given product. (1) Given the product [C:1]([O:5][C:6]([NH:8][C@@H:9]([CH2:13][CH:14]1[CH2:15][CH2:16][CH:17]([OH:20])[CH2:18][CH2:19]1)[C:10]([OH:12])=[O:11])=[O:7])([CH3:4])([CH3:2])[CH3:3], predict the reactants needed to synthesize it. The reactants are: [C:1]([O:5][C:6]([NH:8][C@@H:9]([CH2:13][C:14]1[CH:19]=[CH:18][C:17]([OH:20])=[CH:16][CH:15]=1)[C:10]([OH:12])=[O:11])=[O:7])([CH3:4])([CH3:3])[CH3:2].[H][H]. (2) Given the product [CH3:34][C:31]([C:27]1[CH:26]=[C:25]([S:22]([N:10]2[C:11]3[C:16](=[CH:15][C:14]([C:18]([F:21])([F:19])[F:20])=[CH:13][CH:12]=3)[CH:17]=[C:9]2[CH2:8][C:5]2[CH:6]=[CH:7][C:2]([C:54]([OH:56])=[O:55])=[CH:3][C:4]=2[F:35])(=[O:23])=[O:24])[CH:30]=[CH:29][CH:28]=1)([CH3:32])[CH3:33], predict the reactants needed to synthesize it. The reactants are: Br[C:2]1[CH:7]=[CH:6][C:5]([CH2:8][C:9]2[N:10]([S:22]([C:25]3[CH:30]=[CH:29][CH:28]=[C:27]([C:31]([CH3:34])([CH3:33])[CH3:32])[CH:26]=3)(=[O:24])=[O:23])[C:11]3[C:16]([CH:17]=2)=[CH:15][C:14]([C:18]([F:21])([F:20])[F:19])=[CH:13][CH:12]=3)=[C:4]([F:35])[CH:3]=1.F[B-](F)(F)F.C([PH+](C(C)(C)C)C(C)(C)C)(C)(C)C.[C:54](=O)([O-:56])[O-:55].[Na+].[Na+]. (3) Given the product [Cl:1][C:2]1[CH:3]=[CH:4][C:5]([CH2:6][CH2:7][NH:8][C:9]([C:11]2[CH:12]=[CH:13][C:14]([O:15][C:16]3[CH:21]=[CH:20][C:19]([CH2:22][C:23]([OH:25])=[O:24])=[CH:18][C:17]=3[Cl:27])=[CH:28][CH:29]=2)=[O:10])=[CH:30][CH:31]=1, predict the reactants needed to synthesize it. The reactants are: [Cl:1][C:2]1[CH:31]=[CH:30][C:5]([CH2:6][CH2:7][NH:8][C:9]([C:11]2[CH:29]=[CH:28][C:14]([O:15][C:16]3[CH:21]=[CH:20][C:19]([CH2:22][C:23]([O:25]C)=[O:24])=[CH:18][C:17]=3[Cl:27])=[CH:13][CH:12]=2)=[O:10])=[CH:4][CH:3]=1.[OH-].[Na+].O.